This data is from Catalyst prediction with 721,799 reactions and 888 catalyst types from USPTO. The task is: Predict which catalyst facilitates the given reaction. (1) Reactant: [F:1][C:2]1[CH:7]=[C:6]([N:8]2[CH2:12][CH:11]([C:13]([OH:15])=O)[N:10]([CH3:16])[C:9]2=[O:17])[CH:5]=[CH:4][N:3]=1.C(N1CCOCC1)C.O.ON1C2C=CC=CC=2N=N1.Cl.C(N=C=NCCCN(C)C)C.[Cl:49][C:50]1[CH:55]=[C:54]([Cl:56])[CH:53]=[CH:52][C:51]=1[CH2:57][NH2:58]. Product: [Cl:49][C:50]1[CH:55]=[C:54]([Cl:56])[CH:53]=[CH:52][C:51]=1[CH2:57][NH:58][C:13]([CH:11]1[CH2:12][N:8]([C:6]2[CH:5]=[CH:4][N:3]=[C:2]([F:1])[CH:7]=2)[C:9](=[O:17])[N:10]1[CH3:16])=[O:15]. The catalyst class is: 4. (2) Reactant: N#N.[NH:3]1[C:7]2[CH:8]=[CH:9][CH:10]=[CH:11][C:6]=2[N:5]=[C:4]1[C@H:12]([NH:22][C:23](=[O:36])[NH:24][C@@H:25]1[CH2:30][CH2:29][CH2:28][CH2:27][C@H:26]1[C:31]([O:33]CC)=[O:32])[CH2:13][C:14]1[CH:19]=[CH:18][C:17]([O:20][CH3:21])=[CH:16][CH:15]=1.C1COCC1.[Li+:42].[OH-]. Product: [NH:3]1[C:7]2[CH:8]=[CH:9][CH:10]=[CH:11][C:6]=2[N:5]=[C:4]1[C@H:12]([NH:22][C:23](=[O:36])[NH:24][C@@H:25]1[CH2:30][CH2:29][CH2:28][CH2:27][C@H:26]1[C:31]([O-:33])=[O:32])[CH2:13][C:14]1[CH:15]=[CH:16][C:17]([O:20][CH3:21])=[CH:18][CH:19]=1.[Li+:42]. The catalyst class is: 6. (3) The catalyst class is: 563. Product: [CH2:23]([N:15]1[C:16]2[C:21](=[CH:20][CH:19]=[CH:18][CH:17]=2)[CH:22]=[C:14]1[CH2:13][NH:11][CH3:9])[CH3:24]. Reactant: C(O[C:9]([N:11]([CH2:13][C:14]1[N:15]([CH2:23][CH3:24])[C:16]2[C:21]([CH:22]=1)=[CH:20][CH:19]=[CH:18][CH:17]=2)C)=O)C1C=CC=CC=1.